This data is from Forward reaction prediction with 1.9M reactions from USPTO patents (1976-2016). The task is: Predict the product of the given reaction. (1) Given the reactants [Li+].[F:2][C:3]([F:23])([F:22])[C:4]1[CH:9]=[CH:8][C:7]([N:10]2[CH2:15][CH2:14][N:13]([CH2:16][CH2:17][CH2:18][C:19]([O-:21])=O)[CH2:12][CH2:11]2)=[CH:6][CH:5]=1.C(N(C(C)C)CC)(C)C.F[P-](F)(F)(F)(F)F.CN(C)C(ON1C2C=CC=CC=2N=N1)=[N+](C)C.Cl.[Cl:58][C:59]1[CH:64]=[CH:63][C:62]([NH:65][CH:66]2[CH2:71][CH2:70][NH:69][CH2:68][CH2:67]2)=[CH:61][C:60]=1[C:72]([F:75])([F:74])[F:73], predict the reaction product. The product is: [Cl:58][C:59]1[CH:64]=[CH:63][C:62]([NH:65][CH:66]2[CH2:67][CH2:68][N:69]([C:19](=[O:21])[CH2:18][CH2:17][CH2:16][N:13]3[CH2:14][CH2:15][N:10]([C:7]4[CH:8]=[CH:9][C:4]([C:3]([F:2])([F:22])[F:23])=[CH:5][CH:6]=4)[CH2:11][CH2:12]3)[CH2:70][CH2:71]2)=[CH:61][C:60]=1[C:72]([F:75])([F:73])[F:74]. (2) Given the reactants [F:1][C:2]1[CH:3]=[C:4]([CH3:13])[C:5]2[O:9][C:8]([C:10]#[N:11])=[CH:7][C:6]=2[CH:12]=1.C1C(=O)N([Br:21])C(=O)C1, predict the reaction product. The product is: [Br:21][CH2:13][C:4]1[C:5]2[O:9][C:8]([C:10]#[N:11])=[CH:7][C:6]=2[CH:12]=[C:2]([F:1])[CH:3]=1.